From a dataset of Peptide-MHC class I binding affinity with 185,985 pairs from IEDB/IMGT. Regression. Given a peptide amino acid sequence and an MHC pseudo amino acid sequence, predict their binding affinity value. This is MHC class I binding data. The MHC is HLA-A68:02 with pseudo-sequence HLA-A68:02. The peptide sequence is ELVENGKKV. The binding affinity (normalized) is 0.191.